From a dataset of Catalyst prediction with 721,799 reactions and 888 catalyst types from USPTO. Predict which catalyst facilitates the given reaction. (1) Reactant: C[O:2][C:3](=[O:24])[CH2:4][C:5]1[C:9]2[C:10]([CH3:23])=[CH:11][C:12]([O:14][CH2:15][C:16]3[N:20]([CH3:21])[N:19]=[C:18]([CH3:22])[CH:17]=3)=[CH:13][C:8]=2[S:7][CH:6]=1.[OH-].[Na+].Cl. Product: [CH3:21][N:20]1[C:16]([CH2:15][O:14][C:12]2[CH:11]=[C:10]([CH3:23])[C:9]3[C:5]([CH2:4][C:3]([OH:24])=[O:2])=[CH:6][S:7][C:8]=3[CH:13]=2)=[CH:17][C:18]([CH3:22])=[N:19]1. The catalyst class is: 14. (2) Reactant: [NH2:1][C:2]1[CH:3]=[C:4]2[C:8](=[C:9]([F:11])[CH:10]=1)[N:7]([CH3:12])[C:6](=[O:13])[CH2:5]2.[C:14]([O:18][C:19](=[O:25])[NH:20][CH2:21][C@H:22]1[CH2:24][O:23]1)([CH3:17])([CH3:16])[CH3:15].FC(F)(F)S([O-])(=O)=O.[Li+]. Product: [C:14]([O:18][C:19](=[O:25])[NH:20][CH2:21][C@H:22]([OH:23])[CH2:24][NH:1][C:2]1[CH:3]=[C:4]2[C:8](=[C:9]([F:11])[CH:10]=1)[N:7]([CH3:12])[C:6](=[O:13])[CH2:5]2)([CH3:16])([CH3:15])[CH3:17]. The catalyst class is: 115. (3) Reactant: [CH3:1][O:2][C:3]1[CH:8]=[CH:7][C:6]([C:9]2[S:13][C:12]([C:14](O)=[O:15])=[C:11]([NH:17][C:18]([NH:20][C:21]3[C:26]([CH3:27])=[CH:25][C:24]([CH3:28])=[CH:23][C:22]=3[CH3:29])=[O:19])[CH:10]=2)=[CH:5][CH:4]=1.CN(C(ON1N=NC2C=CC=NC1=2)=[N+](C)C)C.F[P-](F)(F)(F)(F)F.CCN(C(C)C)C(C)C.[NH2:63][C:64]1([C:70]([O:72][CH3:73])=[O:71])[CH2:69][CH2:68][CH2:67][CH2:66][CH2:65]1. Product: [CH3:1][O:2][C:3]1[CH:4]=[CH:5][C:6]([C:9]2[S:13][C:12]([C:14]([NH:63][C:64]3([C:70]([O:72][CH3:73])=[O:71])[CH2:69][CH2:68][CH2:67][CH2:66][CH2:65]3)=[O:15])=[C:11]([NH:17][C:18]([NH:20][C:21]3[C:22]([CH3:29])=[CH:23][C:24]([CH3:28])=[CH:25][C:26]=3[CH3:27])=[O:19])[CH:10]=2)=[CH:7][CH:8]=1. The catalyst class is: 3.